This data is from Catalyst prediction with 721,799 reactions and 888 catalyst types from USPTO. The task is: Predict which catalyst facilitates the given reaction. The catalyst class is: 117. Reactant: Br[C:2]1[CH:6]=[C:5]([S:7]([CH2:10][CH3:11])(=[O:9])=[O:8])[S:4][C:3]=1[O:12][CH2:13][CH3:14].[CH3:15][N:16]1[CH:25]=[C:24](B2OC(C)(C)C(C)(C)O2)[C:23]2[C:18](=[CH:19][CH:20]=[CH:21][CH:22]=2)[C:17]1=[O:35].[O-]P([O-])([O-])=O.[K+].[K+].[K+]. Product: [CH2:13]([O:12][C:3]1[S:4][C:5]([S:7]([CH2:10][CH3:11])(=[O:9])=[O:8])=[CH:6][C:2]=1[C:24]1[C:23]2[C:18](=[CH:19][CH:20]=[CH:21][CH:22]=2)[C:17](=[O:35])[N:16]([CH3:15])[CH:25]=1)[CH3:14].